Dataset: Reaction yield outcomes from USPTO patents with 853,638 reactions. Task: Predict the reaction yield, written as a fraction of the theoretical maximum amount of product (1.0 means a 100% yield; for example, 0.34 means a 34% yield). (1) The reactants are CC1(C)CCC(N2C(=O)C3C(=CC=CC=3)C2=O)C=C1.BrN1C(=O)CCC1=O.Br[C@@H]1[C@@H](O)C(C)(C)CC[C@H]1N1C(=O)C2C(=CC=CC=2)C1=O.Br[C@H]1[C@H](O)C(C)(C)CC[C@@H]1N1C(=O)C2C(=CC=CC=2)C1=O.[Br:70][C@@H:71]1[C:76]([CH3:78])([CH3:77])[CH2:75][CH2:74][C@@H:73]([N:79]2[C:87](=[O:88])[C:86]3[C:81](=[CH:82][CH:83]=[CH:84][CH:85]=3)[C:80]2=[O:89])[C@H:72]1[OH:90]. The catalyst is C(Cl)(Cl)Cl.C(O)C. The product is [Br:70][C@H:71]1[C:76]([CH3:78])([CH3:77])[CH2:75][CH2:74][C@H:73]([N:79]2[C:87](=[O:88])[C:86]3[C:81](=[CH:82][CH:83]=[CH:84][CH:85]=3)[C:80]2=[O:89])[C@@H:72]1[OH:90]. The yield is 0.713. (2) The reactants are [CH2:1]([O:3][CH:4]([O:7][CH2:8][CH3:9])[CH:5]=[CH2:6])[CH3:2].C12BC(CCC1)CCC2.O1CCCC1.Br[C:25]1[CH:26]=[C:27]2[C:32](=[CH:33][CH:34]=1)[N:31]=[CH:30][CH:29]=[CH:28]2.C(=O)([O-])[O-].[K+].[K+].C1(P(C2CCCCC2)C2CCCCC2)CCCCC1. The catalyst is C([O-])(=O)C.[Pd+2].C([O-])(=O)C.O. The product is [CH2:1]([O:3][CH:4]([O:7][CH2:8][CH3:9])[CH2:5][CH2:6][C:25]1[CH:26]=[C:27]2[C:32](=[CH:33][CH:34]=1)[N:31]=[CH:30][CH:29]=[CH:28]2)[CH3:2]. The yield is 0.835. (3) The reactants are [N+:1]([O-:4])([OH:3])=[O:2].[Cl:5][C:6]1[S:7][C:8]2[CH:14]=[CH:13][CH:12]=[CH:11][C:9]=2[N:10]=1. The catalyst is OS(O)(=O)=O. The product is [Cl:5][C:6]1[S:7][C:8]2[CH:14]=[CH:13][CH:12]=[C:11]([N+:1]([O-:4])=[O:2])[C:9]=2[N:10]=1.[Cl:5][C:6]1[S:7][C:8]2[CH:14]=[C:13]([N+:1]([O-:3])=[O:2])[CH:12]=[CH:11][C:9]=2[N:10]=1.[Cl:5][C:6]1[S:7][C:8]2[C:14]([N+:1]([O-:4])=[O:2])=[CH:13][CH:12]=[CH:11][C:9]=2[N:10]=1. The yield is 0.0800. (4) The reactants are I[C:2]1[CH:3]=[CH:4][C:5]2[N:6]([CH:8]=[C:9]([NH:11][C:12]([CH:14]3[CH2:19][CH2:18][O:17][CH2:16][CH2:15]3)=[O:13])[N:10]=2)[N:7]=1.[NH2:20][C:21]1[CH:22]=[C:23]([OH:27])[CH:24]=[CH:25][CH:26]=1.C(=O)([O-])[O-].[K+].[K+]. The catalyst is CN(C)C=O. The product is [NH2:20][C:21]1[CH:22]=[C:23]([CH:24]=[CH:25][CH:26]=1)[O:27][C:2]1[CH:3]=[CH:4][C:5]2[N:6]([CH:8]=[C:9]([NH:11][C:12]([CH:14]3[CH2:19][CH2:18][O:17][CH2:16][CH2:15]3)=[O:13])[N:10]=2)[N:7]=1. The yield is 0.490. (5) The catalyst is C1C=CC([PH+]([C]2[CH][CH][CH][CH]2)C2C=CC=CC=2)=CC=1.C1C=CC([PH+]([C]2[CH][CH][CH][CH]2)C2C=CC=CC=2)=CC=1.C(Cl)Cl.Cl[Pd]Cl.[Fe].O. The product is [C:23]([O:27][C:28]([N:30]1[CH2:31][CH:32]([CH2:34][N:35]2[CH:39]=[C:38]([C:2]3[CH:3]=[N:4][C:5]4[C:10]([CH:11]=3)=[CH:9][C:8]([CH2:12][C:13]3[N:17]5[N:18]=[C:19]([CH3:22])[CH:20]=[CH:21][C:16]5=[N:15][N:14]=3)=[CH:7][CH:6]=4)[CH:37]=[N:36]2)[CH2:33]1)=[O:29])([CH3:26])([CH3:24])[CH3:25]. The reactants are Br[C:2]1[CH:3]=[N:4][C:5]2[C:10]([CH:11]=1)=[CH:9][C:8]([CH2:12][C:13]1[N:17]3[N:18]=[C:19]([CH3:22])[CH:20]=[CH:21][C:16]3=[N:15][N:14]=1)=[CH:7][CH:6]=2.[C:23]([O:27][C:28]([N:30]1[CH2:33][CH:32]([CH2:34][N:35]2[CH:39]=[C:38](C3OC(C)(C)C(C)(C)O3)[CH:37]=[N:36]2)[CH2:31]1)=[O:29])([CH3:26])([CH3:25])[CH3:24].C([O-])([O-])=O.[K+].[K+].O1CCOCC1. The yield is 0.280. (6) The reactants are [OH:1]O.[Cl:3][C:4]1[CH:40]=[CH:39][CH:38]=[CH:37][C:5]=1[CH2:6][N:7]([CH3:36])[C:8]([C:10]1[N:11]=[N:12][N:13]([CH2:21][C:22]2[CH:27]=[C:26]([C:28]([F:31])([F:30])[F:29])[CH:25]=[C:24]([C:32]([F:35])([F:34])[F:33])[CH:23]=2)[C:14]=1[N:15]1[CH2:20][CH2:19][S:18][CH2:17][CH2:16]1)=[O:9]. The catalyst is CO. The product is [Cl:3][C:4]1[CH:40]=[CH:39][CH:38]=[CH:37][C:5]=1[CH2:6][N:7]([CH3:36])[C:8]([C:10]1[N:11]=[N:12][N:13]([CH2:21][C:22]2[CH:27]=[C:26]([C:28]([F:31])([F:29])[F:30])[CH:25]=[C:24]([C:32]([F:33])([F:34])[F:35])[CH:23]=2)[C:14]=1[N:15]1[CH2:16][CH2:17][S:18](=[O:1])[CH2:19][CH2:20]1)=[O:9]. The yield is 0.950. (7) The reactants are [Br:1][C:2]1[CH:3]=[N:4][CH:5]=[C:6]([CH:10]=1)[C:7]([OH:9])=O.O.ON1C2C=CC=CC=2N=N1.Cl.CN(C)CCCN=C=NCC.C(N(CC)C(C)C)(C)C.[NH:43]1[C:47]2[CH:48]=[CH:49][CH:50]=[CH:51][C:46]=2[N:45]=[C:44]1[CH2:52][N:53]([CH:58]1[C:67]2[N:66]=[CH:65][CH:64]=[CH:63][C:62]=2[CH2:61][CH2:60][CH2:59]1)[CH2:54][CH2:55][CH2:56][NH2:57]. The catalyst is CN(C=O)C.C(OCC)(=O)C.O. The product is [NH:43]1[C:47]2[CH:48]=[CH:49][CH:50]=[CH:51][C:46]=2[N:45]=[C:44]1[CH2:52][N:53]([CH:58]1[C:67]2[N:66]=[CH:65][CH:64]=[CH:63][C:62]=2[CH2:61][CH2:60][CH2:59]1)[CH2:54][CH2:55][CH2:56][NH:57][C:7](=[O:9])[C:6]1[CH:10]=[C:2]([Br:1])[CH:3]=[N:4][CH:5]=1. The yield is 0.710. (8) The catalyst is O1CCCC1.O. The reactants are [C:1](#[N:3])[CH3:2].C([Li])CCC.C[O:10][C:11]([CH:13]1[CH2:17][CH2:16][N:15]([C:18]([O:20][CH2:21][C:22]2[CH:27]=[CH:26][CH:25]=[CH:24][CH:23]=2)=[O:19])[CH2:14]1)=O.Cl. The product is [C:1]([CH2:2][C:11]([CH:13]1[CH2:17][CH2:16][N:15]([C:18]([O:20][CH2:21][C:22]2[CH:27]=[CH:26][CH:25]=[CH:24][CH:23]=2)=[O:19])[CH2:14]1)=[O:10])#[N:3]. The yield is 0.610. (9) The reactants are [NH2:1][C:2]1[CH:11]=[C:10]2[C:5]([CH:6]=[CH:7][CH:8]=[C:9]2[N:12]2[CH2:17][CH2:16][N:15]([CH3:18])[CH2:14][CH2:13]2)=[CH:4][CH:3]=1.C(N(CC)CC)C.[N+:26]([C:29]1[CH:30]=[C:31]([CH:35]=[CH:36][CH:37]=1)[C:32](Cl)=[O:33])([O-:28])=[O:27]. The catalyst is C(#N)C. The product is [N+:26]([C:29]1[CH:30]=[C:31]([CH:35]=[CH:36][CH:37]=1)[C:32]([NH:1][C:2]1[CH:11]=[C:10]2[C:5]([CH:6]=[CH:7][CH:8]=[C:9]2[N:12]2[CH2:17][CH2:16][N:15]([CH3:18])[CH2:14][CH2:13]2)=[CH:4][CH:3]=1)=[O:33])([O-:28])=[O:27]. The yield is 0.470. (10) The reactants are C(OC(=O)N[C:8]1[CH:17]=[C:16]([O:18][CH:19]([CH3:21])[CH3:20])[C:15]([Cl:22])=[C:14]2[C:9]=1[CH2:10][CH2:11][NH:12][C:13]2=[O:23])(C)(C)C.[BrH:25].N([O-])=O.[Na+].C([O-])(O)=O.[Na+]. The catalyst is C1COCC1. The product is [Br:25][C:8]1[CH:17]=[C:16]([O:18][CH:19]([CH3:21])[CH3:20])[C:15]([Cl:22])=[C:14]2[C:9]=1[CH2:10][CH2:11][NH:12][C:13]2=[O:23]. The yield is 0.420.